This data is from Forward reaction prediction with 1.9M reactions from USPTO patents (1976-2016). The task is: Predict the product of the given reaction. The product is: [CH:17]1([N:7]2[CH2:8][C:9]([CH2:15][CH3:16])([F:14])[C:10](=[O:13])[N:11]([CH3:12])[C:5]3[CH:4]=[N:3][C:2]([NH:23][C:24]4[CH:32]=[CH:31][C:27]([C:28]([OH:30])=[O:29])=[CH:26][C:25]=4[O:33][CH3:34])=[N:22][C:6]2=3)[CH2:21][CH2:20][CH2:19][CH2:18]1. Given the reactants Cl[C:2]1[N:3]=[CH:4][C:5]2[N:11]([CH3:12])[C:10](=[O:13])[C:9]([CH2:15][CH3:16])([F:14])[CH2:8][N:7]([CH:17]3[CH2:21][CH2:20][CH2:19][CH2:18]3)[C:6]=2[N:22]=1.[NH2:23][C:24]1[CH:32]=[CH:31][C:27]([C:28]([OH:30])=[O:29])=[CH:26][C:25]=1[O:33][CH3:34], predict the reaction product.